This data is from Peptide-MHC class II binding affinity with 134,281 pairs from IEDB. The task is: Regression. Given a peptide amino acid sequence and an MHC pseudo amino acid sequence, predict their binding affinity value. This is MHC class II binding data. The peptide sequence is GGQSSFYSDWYQPAC. The MHC is HLA-DQA10501-DQB10301 with pseudo-sequence HLA-DQA10501-DQB10301. The binding affinity (normalized) is 0.347.